Dataset: Full USPTO retrosynthesis dataset with 1.9M reactions from patents (1976-2016). Task: Predict the reactants needed to synthesize the given product. Given the product [Cl:19][C:20]1[CH:21]=[CH:22][C:23]([CH2:26][C:27]2[N:28]=[C:14]([CH2:13][O:12][C:7]3[CH:8]=[C:9]4[C:4](=[CH:5][CH:6]=3)[NH:3][C:2](=[O:1])[CH2:11][CH2:10]4)[O:16][N:29]=2)=[CH:24][CH:25]=1, predict the reactants needed to synthesize it. The reactants are: [O:1]=[C:2]1[CH2:11][CH2:10][C:9]2[C:4](=[CH:5][CH:6]=[C:7]([O:12][CH2:13][C:14]([O:16]CC)=O)[CH:8]=2)[NH:3]1.[Cl:19][C:20]1[CH:25]=[CH:24][C:23]([CH2:26][C:27](=[N:29]O)[NH2:28])=[CH:22][CH:21]=1.C(=O)([O-])[O-].[K+].[K+].